From a dataset of Experimentally validated miRNA-target interactions with 360,000+ pairs, plus equal number of negative samples. Binary Classification. Given a miRNA mature sequence and a target amino acid sequence, predict their likelihood of interaction. The miRNA is mmu-miR-763 with sequence CCAGCUGGGAAGAACCAGUGGC. The protein sequence of the target gene is MQRAVSVVARLGFRLQAFPPALCRPLSCAQEVLRRTPLYDFHLAHGGKMVAFAGWSLPVQYRDSHTDSHLHTRQHCSLFDVSHMLQTKILGSDRVKLMESLVVGDIAELRPNQGTLSLFTNEAGGILDDLIVTNTSEGHLYVVSNAGCWEKDLALMQDKVRELQNQGRDVGLEVLDNALLALQGPTAAQVLQAGVADDLRKLPFMTSAVMEVFGVSGCRVTRCGYTGEDGVEISVPVAGAVHLATAILKNPEVKLAGLAARDSLRLEAGLCLYGNDIDEHTTPVEGSLSWTLGKRRRAAM.... Result: 0 (no interaction).